Dataset: Full USPTO retrosynthesis dataset with 1.9M reactions from patents (1976-2016). Task: Predict the reactants needed to synthesize the given product. (1) Given the product [F:1][C:2]1[CH:7]=[CH:6][CH:5]=[CH:4][C:3]=1[C@:8]12[CH2:12][C@@H:11]([O:13][CH3:14])[CH2:10][C@H:9]1[CH2:15][S:19][C:18]([NH2:20])=[N:17]2, predict the reactants needed to synthesize it. The reactants are: [F:1][C:2]1[CH:7]=[CH:6][CH:5]=[CH:4][C:3]=1[C@:8]1([NH:17][C:18]([NH:20]C(=O)OCC2C3C=CC=CC=3C3C2=CC=CC=3)=[S:19])[CH2:12][C@H:11]([O:13][CH3:14])[CH2:10][C@H:9]1[CH2:15]O. (2) Given the product [Br:39][C:24]1[N:23]=[C:22]2[C:21]3([CH2:38][CH2:37][O:36][CH2:35][CH2:34]3)[CH2:20][N:19]([C:6]3[C:5]4[C:10](=[CH:11][C:2]([F:1])=[CH:3][CH:4]=4)[N:9]=[C:8]([C:12]4[CH:17]=[CH:16][CH:15]=[CH:14][N:13]=4)[C:7]=3[CH3:18])[C:27]2=[CH:26][C:25]=1[N:28]1[CH2:29][CH2:30][O:31][CH2:32][CH2:33]1, predict the reactants needed to synthesize it. The reactants are: [F:1][C:2]1[CH:11]=[C:10]2[C:5]([C:6]([N:19]3[C:27]4[C:22](=[N:23][CH:24]=[C:25]([N:28]5[CH2:33][CH2:32][O:31][CH2:30][CH2:29]5)[CH:26]=4)[C:21]4([CH2:38][CH2:37][O:36][CH2:35][CH2:34]4)[CH2:20]3)=[C:7]([CH3:18])[C:8]([C:12]3[CH:17]=[CH:16][CH:15]=[CH:14][N:13]=3)=[N:9]2)=[CH:4][CH:3]=1.[Br:39]N1C(=O)CCC1=O. (3) Given the product [Cl:19][C:12]1[CH:11]=[CH:10][C:9]2[C:8]3[C:7]4[NH:20][CH2:21][C@@H:3]([CH2:2][N:30]([CH3:29])[CH3:25])[NH:4][C:5](=[O:22])[C:6]=4[S:18][C:17]=3[CH:16]=[CH:15][C:14]=2[N:13]=1, predict the reactants needed to synthesize it. The reactants are: N[CH2:2][C@@H:3]1[CH2:21][NH:20][C:7]2[C:8]3[C:9]4[CH:10]=[CH:11][C:12]([Cl:19])=[N:13][C:14]=4[CH:15]=[CH:16][C:17]=3[S:18][C:6]=2[C:5](=[O:22])[NH:4]1.C=O.[C:25](O)(=O)C.[C:29]([BH3-])#[N:30].[Na+]. (4) Given the product [N:1]1([C:7]([O:9][CH2:10][C:11]2[CH:16]=[CH:15][CH:14]=[CH:13][CH:12]=2)=[O:8])[CH2:5][CH:4]=[CH:3][CH2:2]1, predict the reactants needed to synthesize it. The reactants are: [NH:1]1[CH2:5][CH:4]=[CH:3][CH2:2]1.Cl[C:7]([O:9][CH2:10][C:11]1[CH:16]=[CH:15][CH:14]=[CH:13][CH:12]=1)=[O:8].